Dataset: Full USPTO retrosynthesis dataset with 1.9M reactions from patents (1976-2016). Task: Predict the reactants needed to synthesize the given product. (1) Given the product [CH3:1][N:2]1[C:6]2[CH:7]=[CH:8][CH:9]=[CH:10][C:5]=2[N:4]=[C:3]1[C:11]1[C:16]([CH3:17])=[CH:15][CH:14]=[CH:13][N+:12]=1[O-:26], predict the reactants needed to synthesize it. The reactants are: [CH3:1][N:2]1[C:6]2[CH:7]=[CH:8][CH:9]=[CH:10][C:5]=2[N:4]=[C:3]1[C:11]1[C:16]([CH3:17])=[CH:15][CH:14]=[CH:13][N:12]=1.C1C=C(Cl)C=C(C(OO)=[O:26])C=1.[OH-].[Na+]. (2) The reactants are: [C:1]([C:9]1[C:14]([O:15][CH3:16])=[CH:13][C:12]([CH2:17][C@H:18]([NH:20][C:21](=[O:26])[C:22]([F:25])([F:24])[F:23])[CH3:19])=[C:11]([O:27][CH3:28])[CH:10]=1)(=O)[C:2]1[CH:7]=[CH:6][CH:5]=[CH:4][CH:3]=1.C([SiH](CC)CC)C.C([O-])(O)=O.[Na+]. Given the product [CH2:1]([C:9]1[C:14]([O:15][CH3:16])=[CH:13][C:12]([CH2:17][C@H:18]([NH:20][C:21](=[O:26])[C:22]([F:23])([F:25])[F:24])[CH3:19])=[C:11]([O:27][CH3:28])[CH:10]=1)[C:2]1[CH:3]=[CH:4][CH:5]=[CH:6][CH:7]=1, predict the reactants needed to synthesize it. (3) The reactants are: C([N:8]1[CH2:13][CH2:12][N:11]([C:14]2[CH:22]=[CH:21][CH:20]=[C:19]3[C:15]=2[CH:16]=[CH:17][NH:18]3)[CH2:10][CH2:9]1)(OC(C)(C)C)=O.[CH3:23][O:24][C:25]1[CH:26]=[C:27]([S:33]([Cl:36])(=[O:35])=[O:34])[CH:28]=[CH:29][C:30]=1[O:31][CH3:32]. Given the product [ClH:36].[CH3:23][O:24][C:25]1[CH:26]=[C:27]([S:33]([N:18]2[C:19]3[C:15](=[C:14]([N:11]4[CH2:10][CH2:9][NH:8][CH2:13][CH2:12]4)[CH:22]=[CH:21][CH:20]=3)[CH:16]=[CH:17]2)(=[O:34])=[O:35])[CH:28]=[CH:29][C:30]=1[O:31][CH3:32], predict the reactants needed to synthesize it.